This data is from Catalyst prediction with 721,799 reactions and 888 catalyst types from USPTO. The task is: Predict which catalyst facilitates the given reaction. (1) Reactant: [Br:1][C:2]1[CH:3]=[N:4][C:5](I)=[N:6][CH:7]=1.C([Li])CCC.[C:14]1(=[O:18])[CH2:17][CH2:16][CH2:15]1. Product: [Br:1][C:2]1[CH:3]=[N:4][C:5]([C:14]2([OH:18])[CH2:17][CH2:16][CH2:15]2)=[N:6][CH:7]=1. The catalyst class is: 93. (2) Reactant: [CH3:1][S:2]([NH:5][N:6]1[C:15](=[O:16])[C:14]2[C:9](=[CH:10][C:11]([C:27]([F:30])([F:29])[F:28])=[C:12]([N:17]3[CH:21]=[CH:20][C:19]([CH2:22][O:23]C(=O)C)=[CH:18]3)[CH:13]=2)[NH:8][C:7]1=[O:31])(=[O:4])=[O:3].C(=O)([O-])[O-].[K+].[K+].P([O-])([O-])([O-])=O. Product: [OH:23][CH2:22][C:19]1[CH:20]=[CH:21][N:17]([C:12]2[CH:13]=[C:14]3[C:9](=[CH:10][C:11]=2[C:27]([F:29])([F:28])[F:30])[NH:8][C:7](=[O:31])[N:6]([NH:5][S:2]([CH3:1])(=[O:4])=[O:3])[C:15]3=[O:16])[CH:18]=1. The catalyst class is: 5.